This data is from Full USPTO retrosynthesis dataset with 1.9M reactions from patents (1976-2016). The task is: Predict the reactants needed to synthesize the given product. (1) Given the product [Br:1][C:2]1[C:14](=[O:15])[N:13]([CH:16]2[CH2:20][CH2:19][CH2:18][CH2:17]2)[C:5]2[N:6]=[C:7]([NH:22][C:23]3[CH:28]=[CH:27][CH:26]=[CH:25][N:24]=3)[N:8]=[CH:9][C:4]=2[C:3]=1[CH3:21], predict the reactants needed to synthesize it. The reactants are: [Br:1][C:2]1[C:14](=[O:15])[N:13]([CH:16]2[CH2:20][CH2:19][CH2:18][CH2:17]2)[C:5]2[N:6]=[C:7](S(C)=O)[N:8]=[CH:9][C:4]=2[C:3]=1[CH3:21].[NH2:22][C:23]1[CH:28]=[CH:27][CH:26]=[CH:25][N:24]=1. (2) Given the product [CH3:13][N:14]1[C:18]([C:19]2[CH:24]=[C:23]([C:25]([F:26])([F:27])[F:28])[CH:22]=[CH:21][C:20]=2[C:3]2[CH:12]=[CH:11][CH:10]=[C:9]3[C:4]=2[CH2:5][CH2:6][NH:7][CH2:8]3)=[CH:17][CH:16]=[N:15]1, predict the reactants needed to synthesize it. The reactants are: Cl.Br[C:3]1[CH:12]=[CH:11][CH:10]=[C:9]2[C:4]=1[CH2:5][CH2:6][NH:7][CH2:8]2.[CH3:13][N:14]1[C:18]([C:19]2[CH:24]=[C:23]([C:25]([F:28])([F:27])[F:26])[CH:22]=[CH:21][C:20]=2B(O)O)=[CH:17][CH:16]=[N:15]1.P([O-])([O-])([O-])=O.[K+].[K+].[K+]. (3) Given the product [Si:1]([O:18][CH:19]1[CH2:22][C:21]([CH2:23][C:24]#[N:25])([N:26]2[CH:30]=[C:29]([C:31]3[C:32]4[CH:39]=[CH:38][N:37]([CH2:40][O:41][CH2:42][CH2:43][Si:44]([CH3:47])([CH3:46])[CH3:45])[C:33]=4[N:34]=[CH:35][N:36]=3)[CH:28]=[N:27]2)[CH2:20]1)([C:14]([CH3:17])([CH3:16])[CH3:15])([C:8]1[CH:13]=[CH:12][CH:11]=[CH:10][CH:9]=1)[C:2]1[CH:3]=[CH:4][CH:5]=[CH:6][CH:7]=1, predict the reactants needed to synthesize it. The reactants are: [Si:1]([O:18][CH:19]1[CH2:22][C:21](=[CH:23][C:24]#[N:25])[CH2:20]1)([C:14]([CH3:17])([CH3:16])[CH3:15])([C:8]1[CH:13]=[CH:12][CH:11]=[CH:10][CH:9]=1)[C:2]1[CH:7]=[CH:6][CH:5]=[CH:4][CH:3]=1.[NH:26]1[CH:30]=[C:29]([C:31]2[C:32]3[CH:39]=[CH:38][N:37]([CH2:40][O:41][CH2:42][CH2:43][Si:44]([CH3:47])([CH3:46])[CH3:45])[C:33]=3[N:34]=[CH:35][N:36]=2)[CH:28]=[N:27]1.N12CCCN=C1CCCCC2. (4) Given the product [O:7]=[C:2]([NH:19][CH2:18][CH2:17][CH2:16][O:9][C:10]1[CH:15]=[CH:14][CH:13]=[CH:12][CH:11]=1)[C:3]([O:5][CH3:6])=[O:4], predict the reactants needed to synthesize it. The reactants are: Cl[C:2](=[O:7])[C:3]([O:5][CH3:6])=[O:4].Cl.[O:9]([CH2:16][CH2:17][CH2:18][NH2:19])[C:10]1[CH:15]=[CH:14][CH:13]=[CH:12][CH:11]=1.N1C=CC=CC=1.O. (5) Given the product [N+:1]([C:4]1[CH:5]=[C:6]([NH:7][C:28]([C:19]2[CH:20]=[CH:21][C:22]3[C:27](=[CH:26][CH:25]=[CH:24][CH:23]=3)[CH:18]=2)=[O:29])[CH:8]=[CH:9][CH:10]=1)([O-:3])=[O:2], predict the reactants needed to synthesize it. The reactants are: [N+:1]([C:4]1[CH:5]=[C:6]([CH:8]=[CH:9][CH:10]=1)[NH2:7])([O-:3])=[O:2].C(N(CC)CC)C.[CH:18]1[C:27]2[C:22](=[CH:23][CH:24]=[CH:25][CH:26]=2)[CH:21]=[CH:20][C:19]=1[C:28](Cl)=[O:29].C(=O)(O)[O-].[Na+]. (6) Given the product [C:1]([C:5]1[O:9][N:8]=[C:7]([NH:10][C:11]([NH:13][C:14]2[CH:19]=[CH:18][CH:17]=[C:16]([S:20][C:21]3[C:30]4[C:25](=[CH:26][C:27]([O:35][CH3:36])=[C:28]([O:31][CH2:32][CH2:33][N:37]5[CH2:42][CH2:41][CH:40]([CH2:43][OH:44])[CH2:39][CH2:38]5)[CH:29]=4)[N:24]=[CH:23][N:22]=3)[CH:15]=2)=[O:12])[CH:6]=1)([CH3:4])([CH3:3])[CH3:2], predict the reactants needed to synthesize it. The reactants are: [C:1]([C:5]1[O:9][N:8]=[C:7]([NH:10][C:11]([NH:13][C:14]2[CH:19]=[CH:18][CH:17]=[C:16]([S:20][C:21]3[C:30]4[C:25](=[CH:26][C:27]([O:35][CH3:36])=[C:28]([O:31][CH2:32][CH2:33]Cl)[CH:29]=4)[N:24]=[CH:23][N:22]=3)[CH:15]=2)=[O:12])[CH:6]=1)([CH3:4])([CH3:3])[CH3:2].[NH:37]1[CH2:42][CH2:41][CH:40]([CH2:43][OH:44])[CH2:39][CH2:38]1.